Dataset: Peptide-MHC class II binding affinity with 134,281 pairs from IEDB. Task: Regression. Given a peptide amino acid sequence and an MHC pseudo amino acid sequence, predict their binding affinity value. This is MHC class II binding data. (1) The peptide sequence is RFTISRDNSKNTLYL. The MHC is DRB5_0101 with pseudo-sequence DRB5_0101. The binding affinity (normalized) is 0.406. (2) The peptide sequence is CDGRGKSTRSTTDSG. The MHC is DRB3_0301 with pseudo-sequence DRB3_0301. The binding affinity (normalized) is 0.173.